Dataset: Reaction yield outcomes from USPTO patents with 853,638 reactions. Task: Predict the reaction yield, written as a fraction of the theoretical maximum amount of product (1.0 means a 100% yield; for example, 0.34 means a 34% yield). (1) The catalyst is C1COCC1. The reactants are N[C@H]([C:5](O)=[O:6])C[SeH].[Li]CCCC.[Si:13]([O:20][C:21]1[CH:26]=[CH:25][CH:24]=[CH:23][C:22]=1[F:27])([C:16]([CH3:19])([CH3:18])[CH3:17])([CH3:15])[CH3:14].CN(CCN(C)C)C.CN(C=O)C.Cl. The product is [Si:13]([O:20][C:21]1[C:22]([F:27])=[C:23]([CH:24]=[CH:25][CH:26]=1)[CH:5]=[O:6])([C:16]([CH3:19])([CH3:18])[CH3:17])([CH3:15])[CH3:14]. The yield is 0.740. (2) The reactants are C([O:8][C:9]1[CH:38]=[CH:37][C:12]2[NH:13][C:14]([C:19]3[C:20](=[O:36])[C:21]([CH2:33][CH2:34][CH3:35])([CH2:30][CH2:31][CH3:32])[C:22]4[C:27]([C:28]=3[OH:29])=[CH:26][CH:25]=[CH:24][CH:23]=4)=[N:15][S:16](=[O:18])(=[O:17])[C:11]=2[CH:10]=1)C1C=CC=CC=1. The catalyst is [Pd]. The product is [OH:29][C:28]1[C:27]2[C:22](=[CH:23][CH:24]=[CH:25][CH:26]=2)[C:21]([CH2:30][CH2:31][CH3:32])([CH2:33][CH2:34][CH3:35])[C:20](=[O:36])[C:19]=1[C:14]1[NH:13][C:12]2[CH:37]=[CH:38][C:9]([OH:8])=[CH:10][C:11]=2[S:16](=[O:17])(=[O:18])[N:15]=1. The yield is 0.940. (3) The reactants are CON(C)[C:4]([CH:6]1[CH:14]2[CH:7]1[CH2:8][C:9]1([CH2:13]2)[CH2:12][O:11][CH2:10]1)=[O:5].[CH3:16][Mg]Br. The catalyst is O1CCCC1.[Cl-].N. The product is [O:11]1[CH2:10][C:9]2([CH2:8][CH:7]3[CH:14]([CH:6]3[C:4](=[O:5])[CH3:16])[CH2:13]2)[CH2:12]1. The yield is 0.930. (4) The reactants are FC(F)(F)C(O)=O.[C:8]1([C:14]2[CH:19]=[C:18]([CH:20]3[CH2:25][CH2:24][NH:23][CH2:22][CH2:21]3)[CH:17]=[CH:16][C:15]=2[NH:26][C:27]([C:29]2[NH:30][CH:31]=[C:32]([C:34]#[N:35])[N:33]=2)=[O:28])[CH2:13][CH2:12][CH2:11][CH2:10][CH:9]=1.CCN(C(C)C)C(C)C.Cl.[CH3:46][N:47]([CH2:49][C:50](Cl)=[O:51])[CH3:48]. The catalyst is C(Cl)Cl. The product is [C:8]1([C:14]2[CH:19]=[C:18]([CH:20]3[CH2:21][CH2:22][N:23]([C:50](=[O:51])[CH2:49][N:47]([CH3:48])[CH3:46])[CH2:24][CH2:25]3)[CH:17]=[CH:16][C:15]=2[NH:26][C:27]([C:29]2[NH:30][CH:31]=[C:32]([C:34]#[N:35])[N:33]=2)=[O:28])[CH2:13][CH2:12][CH2:11][CH2:10][CH:9]=1. The yield is 0.700. (5) The reactants are [F:1][C:2]1[C:9]([OH:10])=[CH:8][CH:7]=[CH:6][C:3]=1[C:4]#[N:5].Br[CH2:12][CH:13]([CH3:15])[CH3:14].C([O-])([O-])=O.[K+].[K+]. The catalyst is CC#N. The product is [F:1][C:2]1[C:9]([O:10][CH2:12][CH:13]([CH3:15])[CH3:14])=[CH:8][CH:7]=[CH:6][C:3]=1[C:4]#[N:5]. The yield is 0.870. (6) The reactants are Cl[C:2]1[N:6]([CH3:7])[N:5]=[CH:4][C:3]=1[N+:8]([O-:10])=[O:9].[NH:11]1[CH2:17][CH2:16][C:15](=[O:18])[NH:14][CH2:13][CH2:12]1. No catalyst specified. The product is [CH3:7][N:6]1[C:2]([N:11]2[CH2:17][CH2:16][C:15](=[O:18])[NH:14][CH2:13][CH2:12]2)=[C:3]([N+:8]([O-:10])=[O:9])[CH:4]=[N:5]1. The yield is 0.580. (7) The reactants are C[O:2][C:3](=[O:25])[C@@H:4]([N:11]1[CH2:15][C:14]2=[CH:16][C:17]3[CH:18]=[CH:19][CH:20]=[CH:21][C:22]=3[O:23][CH:13]2[C:12]1=[O:24])[CH2:5][CH:6]1[CH2:10][CH2:9][CH2:8][CH2:7]1.[OH-].[Li+].CCOCC. The catalyst is C1COCC1.O. The product is [CH:6]1([CH2:5][C@H:4]([N:11]2[CH2:15][C:14]3[CH2:16][C:17]4[CH:18]=[CH:19][CH:20]=[CH:21][C:22]=4[O:23][C:13]=3[C:12]2=[O:24])[C:3]([OH:25])=[O:2])[CH2:10][CH2:9][CH2:8][CH2:7]1. The yield is 0.810.